This data is from Reaction yield outcomes from USPTO patents with 853,638 reactions. The task is: Predict the reaction yield, written as a fraction of the theoretical maximum amount of product (1.0 means a 100% yield; for example, 0.34 means a 34% yield). (1) The reactants are [F:1][C:2]([F:43])([F:42])[C:3]1[CH:4]=[C:5]([C@H:13]([N:15]([CH3:41])[C:16]([N:18]2[CH2:32][CH2:31][C@:21]3([NH:25][C@:24]([CH3:30])([C:26](OC)=[O:27])[CH2:23][CH2:22]3)[CH2:20][C@@H:19]2[C:33]2[CH:38]=[CH:37][C:36]([F:39])=[CH:35][C:34]=2[CH3:40])=[O:17])[CH3:14])[CH:6]=[C:7]([C:9]([F:12])([F:11])[F:10])[CH:8]=1.[NH3:44]. No catalyst specified. The product is [F:10][C:9]([F:11])([F:12])[C:7]1[CH:6]=[C:5]([C@H:13]([N:15]([CH3:41])[C:16]([N:18]2[CH2:32][CH2:31][C@:21]3([NH:25][C@:24]([CH3:30])([C:26]([NH2:44])=[O:27])[CH2:23][CH2:22]3)[CH2:20][C@@H:19]2[C:33]2[CH:38]=[CH:37][C:36]([F:39])=[CH:35][C:34]=2[CH3:40])=[O:17])[CH3:14])[CH:4]=[C:3]([C:2]([F:43])([F:1])[F:42])[CH:8]=1. The yield is 0.372. (2) The reactants are C(NC1C=CC(C2C=C3C(CN([C@@H](C(C)C)C(O)=O)C3=O)=CC=2)=CC=1)(=O)C1C=CC=CC=1.[Cl:33][C:34]1[CH:68]=[CH:67][C:37]([C:38]([NH:40][C:41]2[CH:46]=[CH:45][C:44]([C:47]3[CH:55]=[C:54]4[C:50]([CH2:51][N:52]([CH:57]5[CH2:62][CH2:61][CH2:60][CH:59]([C:63]([O:65]C)=[O:64])[CH2:58]5)[C:53]4=[O:56])=[CH:49][CH:48]=3)=[CH:43][CH:42]=2)=[O:39])=[CH:36][CH:35]=1. No catalyst specified. The product is [Cl:33][C:34]1[CH:68]=[CH:67][C:37]([C:38]([NH:40][C:41]2[CH:46]=[CH:45][C:44]([C:47]3[CH:55]=[C:54]4[C:50]([CH2:51][N:52]([CH:57]5[CH2:62][CH2:61][CH2:60][CH:59]([C:63]([OH:65])=[O:64])[CH2:58]5)[C:53]4=[O:56])=[CH:49][CH:48]=3)=[CH:43][CH:42]=2)=[O:39])=[CH:36][CH:35]=1. The yield is 0.850. (3) The reactants are [ClH:1].[CH3:2][C:3]1[C:4]2[CH2:5][NH:6][C@@H:7]3[C@@H:12]([C:13]=2[CH:14]=[CH:15][CH:16]=1)[C:11]1[CH:17]=[C:18]([O:23]C)[C:19]([O:21]C)=[CH:20][C:10]=1[CH2:9][CH2:8]3.B(Br)(Br)Br.CO. The catalyst is ClCCl. The product is [ClH:1].[CH3:2][C:3]1[C:4]2[CH2:5][NH:6][C@@H:7]3[C@@H:12]([C:13]=2[CH:14]=[CH:15][CH:16]=1)[C:11]1[CH:17]=[C:18]([OH:23])[C:19]([OH:21])=[CH:20][C:10]=1[CH2:9][CH2:8]3. The yield is 0.816. (4) The reactants are [NH2:1][C:2](=[O:41])[CH2:3][C:4]1[CH:40]=[CH:39][CH:38]=[CH:37][C:5]=1[CH2:6][CH2:7][C:8]1[CH:13]=[CH:12][N:11]=[C:10]([NH:14][C:15]2[CH:20]=[CH:19][C:18]([N:21]3[CH2:26][CH2:25][N:24](C(OCC4C=CC=CC=4)=O)[CH2:23][CH2:22]3)=[CH:17][CH:16]=2)[N:9]=1.C1CCCCC1. The catalyst is CN(C=O)C.C(Cl)Cl.[Pd]. The product is [N:21]1([C:18]2[CH:17]=[CH:16][C:15]([NH:14][C:10]3[N:9]=[C:8]([CH2:7][CH2:6][C:5]4[CH:37]=[CH:38][CH:39]=[CH:40][C:4]=4[CH2:3][C:2]([NH2:1])=[O:41])[CH:13]=[CH:12][N:11]=3)=[CH:20][CH:19]=2)[CH2:22][CH2:23][NH:24][CH2:25][CH2:26]1. The yield is 0.900.